Dataset: Catalyst prediction with 721,799 reactions and 888 catalyst types from USPTO. Task: Predict which catalyst facilitates the given reaction. (1) Reactant: [Li+].[OH-].[CH3:3][O:4][C:5]1[CH:31]=[CH:30][C:8]([CH2:9][NH:10][C:11]2[C:20](/[CH:21]=[C:22](\[CH3:28])/[C:23]([O:25]CC)=[O:24])=[CH:19][C:18]3[C:13](=[CH:14][CH:15]=[C:16]([Br:29])[CH:17]=3)[N:12]=2)=[CH:7][CH:6]=1.C1COCC1. Product: [CH3:3][O:4][C:5]1[CH:6]=[CH:7][C:8]([CH2:9][NH:10][C:11]2[C:20](/[CH:21]=[C:22](\[CH3:28])/[C:23]([OH:25])=[O:24])=[CH:19][C:18]3[C:13](=[CH:14][CH:15]=[C:16]([Br:29])[CH:17]=3)[N:12]=2)=[CH:30][CH:31]=1. The catalyst class is: 5. (2) Reactant: [ClH:1].[N:2]12[CH2:9][CH2:8][CH:5]([CH2:6][CH2:7]1)[C@@H:4]([NH:10][C:11]([C:13]1[S:14][C:15]3[CH:21]=[C:20](Br)[CH:19]=[CH:18][C:16]=3[CH:17]=1)=[O:12])[CH2:3]2.[CH:23]([C:25]1[CH:26]=[C:27](B(O)O)[CH:28]=[CH:29][CH:30]=1)=[O:24].C(=O)([O-])[O-].[Na+].[Na+]. Product: [ClH:1].[N:2]12[CH2:9][CH2:8][CH:5]([CH2:6][CH2:7]1)[C@@H:4]([NH:10][C:11]([C:13]1[S:14][C:15]3[CH:21]=[C:20]([C:29]4[CH:28]=[CH:27][CH:26]=[C:25]([CH:23]=[O:24])[CH:30]=4)[CH:19]=[CH:18][C:16]=3[CH:17]=1)=[O:12])[CH2:3]2. The catalyst class is: 431. (3) Reactant: [NH:1]1[CH2:6][CH2:5][NH:4][CH2:3][CH2:2]1.Cl[C:8]1[CH:13]=[CH:12][C:11]([N+:14]([O-:16])=[O:15])=[CH:10][C:9]=1[Cl:17]. Product: [Cl:17][C:9]1[CH:10]=[C:11]([N+:14]([O-:16])=[O:15])[CH:12]=[CH:13][C:8]=1[N:1]1[CH2:6][CH2:5][NH:4][CH2:3][CH2:2]1. The catalyst class is: 3. (4) Reactant: [F:1][C:2]1[CH:10]=[CH:9][C:5]([C:6]([NH2:8])=[S:7])=[CH:4][CH:3]=1.Br[CH2:12][C:13]([C:15]1[CH:20]=[CH:19][C:18]([CH3:21])=[CH:17][CH:16]=1)=O. Product: [F:1][C:2]1[CH:10]=[CH:9][C:5]([C:6]2[S:7][CH:12]=[C:13]([C:15]3[CH:20]=[CH:19][C:18]([CH3:21])=[CH:17][CH:16]=3)[N:8]=2)=[CH:4][CH:3]=1. The catalyst class is: 14. (5) Reactant: [C:1]([O:5][C:6](=[O:24])[NH:7][CH2:8][CH2:9][NH:10][C:11]([C:13]1[CH:22]=[CH:21][C:20]2[C:15](=[C:16](Br)[CH:17]=[N:18][CH:19]=2)[N:14]=1)=[O:12])([CH3:4])([CH3:3])[CH3:2].[CH3:25][N:26]1[C:30]2[CH:31]=[CH:32][C:33](B3OC(C)(C)C(C)(C)O3)=[CH:34][C:29]=2[CH2:28][S:27]1(=[O:45])=[O:44].C(=O)([O-])[O-].[Na+].[Na+]. Product: [C:1]([O:5][C:6](=[O:24])[NH:7][CH2:8][CH2:9][NH:10][C:11]([C:13]1[CH:22]=[CH:21][C:20]2[C:15](=[C:16]([C:33]3[CH:32]=[CH:31][C:30]4[N:26]([CH3:25])[S:27](=[O:44])(=[O:45])[CH2:28][C:29]=4[CH:34]=3)[CH:17]=[N:18][CH:19]=2)[N:14]=1)=[O:12])([CH3:4])([CH3:3])[CH3:2]. The catalyst class is: 10.